This data is from Forward reaction prediction with 1.9M reactions from USPTO patents (1976-2016). The task is: Predict the product of the given reaction. (1) The product is: [CH:42]([N:25]([CH2:24][C@H:10]1[C@H:11]([O:13][C:14]2[CH:19]=[CH:18][C:17]([C:20]([F:23])([F:21])[F:22])=[CH:16][CH:15]=2)[CH2:12][NH:8][CH2:9]1)[C:26](=[O:41])[C:27]1[CH:32]=[CH:31][C:30]([O:33][CH3:34])=[C:29]([O:35][CH2:36][CH2:37][CH2:38][O:39][CH3:40])[CH:28]=1)([CH3:44])[CH3:43]. Given the reactants C(OC([N:8]1[CH2:12][C@@H:11]([O:13][C:14]2[CH:19]=[CH:18][C:17]([C:20]([F:23])([F:22])[F:21])=[CH:16][CH:15]=2)[C@H:10]([CH2:24][N:25]([CH:42]([CH3:44])[CH3:43])[C:26](=[O:41])[C:27]2[CH:32]=[CH:31][C:30]([O:33][CH3:34])=[C:29]([O:35][CH2:36][CH2:37][CH2:38][O:39][CH3:40])[CH:28]=2)[CH2:9]1)=O)(C)(C)C.Cl.O1CCOCC1, predict the reaction product. (2) Given the reactants [Cl:1][C:2]1[CH:7]=[CH:6][C:5]([C@@H:8]2[C@@H:12]([NH:13][CH3:14])[CH2:11][N:10]([C:15]([CH:17]3[CH2:22][CH2:21][N:20]([C:23]([C:25]4([CH3:28])[CH2:27][CH2:26]4)=[O:24])[CH2:19][CH2:18]3)=[O:16])[CH2:9]2)=[CH:4][CH:3]=1.Cl[C:30]([O:32][CH2:33][CH2:34][CH2:35][CH3:36])=[O:31], predict the reaction product. The product is: [CH2:33]([O:32][C:30](=[O:31])[N:13]([C@@H:12]1[C@@H:8]([C:5]2[CH:6]=[CH:7][C:2]([Cl:1])=[CH:3][CH:4]=2)[CH2:9][N:10]([C:15]([CH:17]2[CH2:22][CH2:21][N:20]([C:23]([C:25]3([CH3:28])[CH2:27][CH2:26]3)=[O:24])[CH2:19][CH2:18]2)=[O:16])[CH2:11]1)[CH3:14])[CH2:34][CH2:35][CH3:36].